This data is from Full USPTO retrosynthesis dataset with 1.9M reactions from patents (1976-2016). The task is: Predict the reactants needed to synthesize the given product. Given the product [CH:1]1([CH:7]([NH:27][C:28]2[CH:29]=[CH:30][C:31]([C:34]([N:36]([CH3:44])[CH2:37][CH2:38][C:39]([OH:41])=[O:40])=[O:35])=[CH:32][CH:33]=2)[C:9]2[N:13]([CH2:14][CH3:15])[N:12]=[C:11]([C:16]3[CH:21]=[CH:20][C:19]([O:22][C:23]([F:26])([F:25])[F:24])=[CH:18][CH:17]=3)[CH:10]=2)[CH2:6][CH2:5][CH2:4][CH2:3][CH2:2]1, predict the reactants needed to synthesize it. The reactants are: [CH:1]1([CH:7]([C:9]2[N:13]([CH2:14][CH3:15])[N:12]=[C:11]([C:16]3[CH:21]=[CH:20][C:19]([O:22][C:23]([F:26])([F:25])[F:24])=[CH:18][CH:17]=3)[CH:10]=2)O)[CH2:6][CH2:5][CH2:4][CH2:3][CH2:2]1.[NH2:27][C:28]1[CH:33]=[CH:32][C:31]([C:34]([N:36]([CH3:44])[CH2:37][CH2:38][C:39]([O:41]CC)=[O:40])=[O:35])=[CH:30][CH:29]=1.